Predict the product of the given reaction. From a dataset of Forward reaction prediction with 1.9M reactions from USPTO patents (1976-2016). (1) Given the reactants [F:1][C:2]([F:20])([C:7]1[C:11]([C:12]([F:15])([F:14])[F:13])=[C:10]([C:16]([O:18]C)=[O:17])[NH:9][N:8]=1)[C:3]([F:6])([F:5])[F:4].C(=O)([O-])[O-].[K+].[K+].I[CH2:28][CH3:29].[OH-].[Na+].Cl, predict the reaction product. The product is: [CH2:28]([N:9]1[C:10]([C:16]([OH:18])=[O:17])=[C:11]([C:12]([F:14])([F:15])[F:13])[C:7]([C:2]([F:1])([F:20])[C:3]([F:5])([F:6])[F:4])=[N:8]1)[CH3:29]. (2) Given the reactants [CH:1]([O:4][C:5](=[O:21])[NH:6][C@@H:7]1[CH2:20][C:10]2[NH:11][C:12]3[CH:13]=[CH:14][C:15]([C:18]#[N:19])=[CH:16][C:17]=3[C:9]=2[CH2:8]1)([CH3:3])[CH3:2].CC1C=CC(S(O[CH2:33][C@@H:34]2[C@@H:38]([OH:39])[CH2:37][CH2:36][O:35]2)(=O)=O)=CC=1.C(=O)([O-])[O-].[Cs+].[Cs+], predict the reaction product. The product is: [CH:1]([O:4][C:5](=[O:21])[NH:6][C@@H:7]1[CH2:20][C:10]2[N:11]([CH2:33][C@@H:34]3[C@@H:38]([OH:39])[CH2:37][CH2:36][O:35]3)[C:12]3[CH:13]=[CH:14][C:15]([C:18]#[N:19])=[CH:16][C:17]=3[C:9]=2[CH2:8]1)([CH3:3])[CH3:2]. (3) Given the reactants [CH:1]1([C:4]2[CH:10]=[CH:9][CH:8]=[C:7]([CH3:11])[C:5]=2[O-:6])[CH2:3][CH2:2]1.[Na+].C1(O)CCCCC1.[OH:20][C:21]1[CH:26]=[C:25]([Cl:27])[N:24]=[N:23][C:22]=1Cl.C1(C2C=CC=C(C)C=2O)CC1, predict the reaction product. The product is: [Cl:27][C:25]1[N:24]=[N:23][C:22]([O:6][C:5]2[C:7]([CH3:11])=[CH:8][CH:9]=[CH:10][C:4]=2[CH:1]2[CH2:3][CH2:2]2)=[C:21]([OH:20])[CH:26]=1. (4) Given the reactants Br[CH2:2][CH2:3][CH2:4][CH2:5][C:6](Cl)=[O:7].[NH:9]1[C:17]2[C:12](=[CH:13][C:14]([C:18]3[CH:19]=[C:20]([NH2:23])[NH:21][N:22]=3)=[CH:15][CH:16]=2)[CH:11]=[CH:10]1.C(N(C(C)C)CC)(C)C.[NH:33]1[CH2:38][CH2:37][CH2:36][CH2:35][CH2:34]1.[Na+].[I-], predict the reaction product. The product is: [NH:9]1[C:17]2[C:12](=[CH:13][C:14]([C:18]3[CH:19]=[C:20]([NH:23][C:6](=[O:7])[CH2:5][CH2:4][CH2:3][CH2:2][N:33]4[CH2:38][CH2:37][CH2:36][CH2:35][CH2:34]4)[NH:21][N:22]=3)=[CH:15][CH:16]=2)[CH:11]=[CH:10]1. (5) The product is: [Cl:45][C:42]1[CH:41]=[CH:40][C:39]([C@@H:33]([NH:32][C:30]([C:15]2([NH:14][C:12](=[O:13])[O:11][C:7]([CH3:9])([CH3:8])[CH3:10])[CH2:16][CH2:17][N:18]([C:21]3[C:22]4[CH:29]=[CH:28][NH:27][C:23]=4[N:24]=[CH:25][N:26]=3)[CH2:19][CH2:20]2)=[O:31])[CH2:34][CH2:35][OH:36])=[CH:44][CH:43]=1. Given the reactants [H-].[H-].[H-].[H-].[Li+].[Al+3].[C:7]([O:11][C:12]([NH:14][C:15]1([C:30]([NH:32][C@H:33]([C:39]2[CH:44]=[CH:43][C:42]([Cl:45])=[CH:41][CH:40]=2)[CH2:34][C:35](OC)=[O:36])=[O:31])[CH2:20][CH2:19][N:18]([C:21]2[C:22]3[CH:29]=[CH:28][NH:27][C:23]=3[N:24]=[CH:25][N:26]=2)[CH2:17][CH2:16]1)=[O:13])([CH3:10])([CH3:9])[CH3:8], predict the reaction product. (6) Given the reactants [NH:1]1[CH2:5][CH2:4][N:3]=[C:2]1[CH2:6][N:7]1[C:15]2[C:10](=[CH:11][CH:12]=[CH:13][CH:14]=2)[CH:9]=[CH:8]1.C[Si]([O:20][S:21](Cl)(=[O:23])=[O:22])(C)C.CO, predict the reaction product. The product is: [NH:3]1[CH2:4][CH2:5][N:1]=[C:2]1[CH2:6][N:7]1[C:15]2[C:10](=[CH:11][CH:12]=[CH:13][CH:14]=2)[C:9]([S:21]([OH:23])(=[O:22])=[O:20])=[CH:8]1. (7) Given the reactants [C:1]([CH:6]=[C:7]1[CH2:12][CH2:11][N:10]([C:13]2[CH:18]=[CH:17][C:16]([N:19]3[CH2:23][C@H:22]([CH2:24][NH:25][C:26](=[O:28])[CH3:27])[O:21][C:20]3=[O:29])=[CH:15][C:14]=2[F:30])[CH2:9][CH2:8]1)([O:3]CC)=[O:2].ClC1C=CC=C([C:38](OO)=[O:39])C=1.Cl[CH2:43]Cl, predict the reaction product. The product is: [C:1]([CH:6]1[C:7]2([CH2:8][CH2:9][N:10]([C:13]3[CH:18]=[CH:17][C:16]([N:19]4[CH2:23][C@H:22]([CH2:24][NH:25][C:26](=[O:28])[CH3:27])[O:21][C:20]4=[O:29])=[CH:15][C:14]=3[F:30])[CH2:11][CH2:12]2)[CH2:43]1)([O:3][O:39][CH3:38])=[O:2]. (8) Given the reactants [Cl:1][C:2]1[C:11]2[C:6](=[CH:7][CH:8]=[CH:9][CH:10]=2)[N:5]=[C:4]([C:12]([O:14]CC)=O)[N:3]=1.[Cl:17][C:18]1[CH:19]=[C:20]([Mg]Br)[CH:21]=[CH:22][C:23]=1[F:24].C1COCC1, predict the reaction product. The product is: [Cl:17][C:18]1[CH:19]=[C:20]([C:12]([C:4]2[N:3]=[C:2]([Cl:1])[C:11]3[C:6](=[CH:7][CH:8]=[CH:9][CH:10]=3)[N:5]=2)=[O:14])[CH:21]=[CH:22][C:23]=1[F:24]. (9) Given the reactants [CH2:1]([N:5]1[C:10]([NH:11][N:12]=[CH:13][C:14]2[C:18]3[CH:19]=[CH:20][CH:21]=[CH:22][C:17]=3[S:16][CH:15]=2)=[CH:9][C:8](=[O:23])[N:7]([CH3:24])[C:6]1=[O:25])[CH:2]([CH3:4])[CH3:3].[CH3:26][N:27]1[CH:31]=[CH:30][CH:29]=[C:28]1[CH:32]=O.C(N(CC)CC)C, predict the reaction product. The product is: [S:16]1[C:17]2[CH:22]=[CH:21][CH:20]=[CH:19][C:18]=2[C:14]([CH2:13][N:12]2[C:32]([C:28]3[N:27]([CH3:26])[CH:31]=[CH:30][CH:29]=3)=[C:9]3[C:10]([N:5]([CH2:1][CH:2]([CH3:4])[CH3:3])[C:6](=[O:25])[N:7]([CH3:24])[C:8]3=[O:23])=[N:11]2)=[CH:15]1.